From a dataset of Peptide-MHC class I binding affinity with 185,985 pairs from IEDB/IMGT. Regression. Given a peptide amino acid sequence and an MHC pseudo amino acid sequence, predict their binding affinity value. This is MHC class I binding data. (1) The peptide sequence is STLNFNNLY. The MHC is HLA-A33:01 with pseudo-sequence HLA-A33:01. The binding affinity (normalized) is 0.176. (2) The peptide sequence is TSCSKNEAEK. The MHC is HLA-A11:01 with pseudo-sequence HLA-A11:01. The binding affinity (normalized) is 0.528. (3) The binding affinity (normalized) is 0.0868. The MHC is HLA-B07:02 with pseudo-sequence HLA-B07:02. The peptide sequence is EVIPMFSAL. (4) The MHC is HLA-A02:01 with pseudo-sequence HLA-A02:01. The peptide sequence is GEGSGARLL. The binding affinity (normalized) is 0.219.